This data is from Forward reaction prediction with 1.9M reactions from USPTO patents (1976-2016). The task is: Predict the product of the given reaction. (1) Given the reactants [Cl:1][C:2]1[CH:7]=[CH:6][C:5]([N:8]2[CH:12]=[C:11]([C:13](Cl)=[O:14])[N:10]=[C:9]2[C:16]2[CH:21]=[CH:20][C:19]([Cl:22])=[CH:18][C:17]=2[Cl:23])=[CH:4][CH:3]=1.[NH2:24][N:25]1[CH2:30][CH2:29][CH2:28][CH2:27][CH2:26]1.C(N(CC)CC)C, predict the reaction product. The product is: [Cl:1][C:2]1[CH:7]=[CH:6][C:5]([N:8]2[CH:12]=[C:11]([C:13]([NH:24][N:25]3[CH2:30][CH2:29][CH2:28][CH2:27][CH2:26]3)=[O:14])[N:10]=[C:9]2[C:16]2[CH:21]=[CH:20][C:19]([Cl:22])=[CH:18][C:17]=2[Cl:23])=[CH:4][CH:3]=1. (2) The product is: [N:1]1([CH2:6][C@H:8]2[CH2:12][CH2:11][CH2:10][NH:9]2)[CH2:5][CH2:4][CH2:3][CH2:2]1. Given the reactants [N:1]1([C:6]([C@H:8]2[CH2:12][CH2:11][CH2:10][NH:9]2)=O)[CH2:5][CH2:4][CH2:3][CH2:2]1.Cl, predict the reaction product. (3) Given the reactants [N+:1]([C:4]1[CH:12]=[C:11]2[C:7]([CH2:8][CH2:9][CH2:10]2)=[CH:6][C:5]=1[OH:13])([O-:3])=[O:2].Br[CH2:15][C:16]1[CH:25]=[CH:24][C:19]([C:20]([O:22][CH3:23])=[O:21])=[C:18]([F:26])[CH:17]=1.C(=O)([O-])[O-].[K+].[K+].O, predict the reaction product. The product is: [F:26][C:18]1[CH:17]=[C:16]([CH2:15][O:13][C:5]2[CH:6]=[C:7]3[C:11](=[CH:12][C:4]=2[N+:1]([O-:3])=[O:2])[CH2:10][CH2:9][CH2:8]3)[CH:25]=[CH:24][C:19]=1[C:20]([O:22][CH3:23])=[O:21]. (4) Given the reactants [N:1]1([CH2:7][CH2:8][OH:9])[CH2:6][CH2:5]N[CH2:3][CH2:2]1.[C:10]([Si:14]([CH3:34])([CH3:33])[O:15][Si:16]([CH:26]([CH2:29][CH:30]1[CH2:32][O:31]1)CC)([CH3:25])[O:17][Si:18]([C:21]([CH3:24])([CH3:23])[CH3:22])([CH3:20])[CH3:19])([CH3:13])([CH3:12])[CH3:11], predict the reaction product. The product is: [O:15]([Si:16]([O:17][Si:18]([C:21]([CH3:24])([CH3:23])[CH3:22])([CH3:20])[CH3:19])([CH3:25])[CH2:26][CH2:29][CH2:30][O:31][CH2:32][CH:8]([OH:9])[CH2:7][N:1]1[CH2:6][CH2:5][CH:26]([CH2:29][CH2:30][OH:31])[CH2:3][CH2:2]1)[Si:14]([C:10]([CH3:11])([CH3:13])[CH3:12])([CH3:34])[CH3:33]. (5) Given the reactants C(OC(=O)[NH:7][C@@H:8]([CH2:28][C:29]1[CH:34]=[CH:33][CH:32]=[CH:31][CH:30]=1)[CH2:9][NH:10][C:11]1[C:12]2[CH:26]=[CH:25][N:24]=[C:23](Cl)[C:13]=2[N:14]=[C:15]([C:17]2[CH:22]=[CH:21][N:20]=[CH:19][CH:18]=2)[N:16]=1)(C)(C)C.[NH2:36][C:37]1[CH:42]=[CH:41][CH:40]=[CH:39][CH:38]=1.CC1(C)C2C(=C(P(C3C=CC=CC=3)C3C=CC=CC=3)C=CC=2)OC2C(P(C3C=CC=CC=3)C3C=CC=CC=3)=CC=CC1=2.CC(C)([O-])C.[Na+], predict the reaction product. The product is: [NH2:7][C@H:8]([CH2:28][C:29]1[CH:30]=[CH:31][CH:32]=[CH:33][CH:34]=1)[CH2:9][NH:10][C:11]1[C:12]2[CH:26]=[CH:25][N:24]=[C:23]([NH:36][C:37]3[CH:42]=[CH:41][CH:40]=[CH:39][CH:38]=3)[C:13]=2[N:14]=[C:15]([C:17]2[CH:18]=[CH:19][N:20]=[CH:21][CH:22]=2)[N:16]=1. (6) Given the reactants [F:1][C:2]([F:45])([F:44])[C:3]1[CH:4]=[C:5]([C@H:13]([O:15][C@H:16]2[CH2:21][CH2:20][N:19]([C:22]([C@H:24]3[CH2:29][CH2:28][C@H:27]([NH:30]C(=O)OC(C)(C)C)[CH2:26][CH2:25]3)=[O:23])[CH2:18][C@H:17]2[C:38]2[CH:43]=[CH:42][CH:41]=[CH:40][CH:39]=2)[CH3:14])[CH:6]=[C:7]([C:9]([F:12])([F:11])[F:10])[CH:8]=1.[ClH:46].C(OCC)(=O)C, predict the reaction product. The product is: [ClH:46].[F:45][C:2]([F:1])([F:44])[C:3]1[CH:4]=[C:5]([C@H:13]([O:15][C@H:16]2[CH2:21][CH2:20][N:19]([C:22]([C@H:24]3[CH2:25][CH2:26][C@H:27]([NH2:30])[CH2:28][CH2:29]3)=[O:23])[CH2:18][C@H:17]2[C:38]2[CH:39]=[CH:40][CH:41]=[CH:42][CH:43]=2)[CH3:14])[CH:6]=[C:7]([C:9]([F:10])([F:12])[F:11])[CH:8]=1. (7) Given the reactants N#N.C(OC(N1CC([CH:14]([C:28]2[C:33]([Cl:34])=[N:32][CH:31]=[CH:30][N:29]=2)[C:15]2[CH:20]=[CH:19][C:18]([O:21][C:22]3[CH:27]=[CH:26][CH:25]=[CH:24][CH:23]=3)=[CH:17][CH:16]=2)C1C(=O)N)=O)(C)(C)C.[CH3:38][C:39]#[N:40].[CH3:41][N:42]([CH:44]=[O:45])[CH3:43].O=P(Cl)(Cl)Cl.[OH2:51], predict the reaction product. The product is: [C:15]([O:45][C:44]([N:42]1[CH2:43][CH:38]([C:39]2[N:29]3[CH:30]=[CH:31][N:32]=[C:33]([Cl:34])[C:28]3=[C:14]([C:15]3[CH:20]=[CH:19][C:18]([O:21][C:22]4[CH:27]=[CH:26][CH:25]=[CH:24][CH:23]=4)=[CH:17][CH:16]=3)[N:40]=2)[CH2:41]1)=[O:51])([CH3:20])([CH3:16])[CH3:14]. (8) Given the reactants [CH3:1][C:2]([S@@:5]([NH2:7])=[O:6])([CH3:4])[CH3:3].[Si:8]([O:15][CH2:16][CH:17]=O)([C:11]([CH3:14])([CH3:13])[CH3:12])([CH3:10])[CH3:9], predict the reaction product. The product is: [Si:8]([O:15][CH2:16]/[CH:17]=[N:7]\[S@:5]([C:2]([CH3:4])([CH3:3])[CH3:1])=[O:6])([C:11]([CH3:14])([CH3:13])[CH3:12])([CH3:10])[CH3:9]. (9) Given the reactants [NH2:1][C@@H:2]([CH2:24][C:25]1[CH:30]=[CH:29][CH:28]=[CH:27][CH:26]=1)[C@H:3]([OH:23])[CH2:4][N:5](OC1CCCC1)[S:6]([C:9]1[CH:14]=[CH:13][C:12]([O:15][CH3:16])=[CH:11][CH:10]=1)(=[O:8])=[O:7].Cl.CN(C)[CH2:34][CH2:35][CH2:36]N=C=NCC.[OH:43]N1C2C=CC=CC=2N=N1.Cl.[NH2:54][C:55](=[O:74])[CH2:56][C@H:57]([NH:61][C:62]([C:64]1[CH:73]=[CH:72][C:71]2[C:66](=[CH:67][CH:68]=[CH:69][CH:70]=2)[N:65]=1)=[O:63])[C:58]([OH:60])=O.C(N([CH2:82][CH3:83])C(C)C)(C)C, predict the reaction product. The product is: [CH2:24]([C@H:2]([NH:1][C:58](=[O:60])[C@@H:57]([NH:61][C:62]([C:64]1[CH:73]=[CH:72][C:71]2[C:66](=[CH:67][CH:68]=[CH:69][CH:70]=2)[N:65]=1)=[O:63])[CH2:56][C:55]([NH2:54])=[O:74])[C@@H:3]([OH:23])[CH:4]([NH:5][S:6]([C:9]1[CH:14]=[CH:13][C:12]([O:15][CH3:16])=[CH:11][CH:10]=1)(=[O:7])=[O:8])[O:43][CH:34]1[CH2:35][CH2:36][CH2:83][CH2:82]1)[C:25]1[CH:30]=[CH:29][CH:28]=[CH:27][CH:26]=1.